Dataset: Forward reaction prediction with 1.9M reactions from USPTO patents (1976-2016). Task: Predict the product of the given reaction. (1) The product is: [CH2:1]([N:8]1[CH2:13][CH:12]2[CH:14]([CH2:15][O:16][C:18]([NH:17][C:20]3[CH:21]=[C:22]([CH:28]=[CH:29][CH:30]=3)[C:23]([O:25][CH2:26][CH3:27])=[O:24])=[O:19])[CH:9]1[CH2:10][CH2:11]2)[C:2]1[CH:3]=[CH:4][CH:5]=[CH:6][CH:7]=1. Given the reactants [CH2:1]([N:8]1[CH2:13][CH:12]2[CH:14]([CH2:15][OH:16])[CH:9]1[CH2:10][CH2:11]2)[C:2]1[CH:7]=[CH:6][CH:5]=[CH:4][CH:3]=1.[N:17]([C:20]1[CH:21]=[C:22]([CH:28]=[CH:29][CH:30]=1)[C:23]([O:25][CH2:26][CH3:27])=[O:24])=[C:18]=[O:19], predict the reaction product. (2) Given the reactants [CH:1]1([N:4]2[C:13]3[C:8](=[CH:9][C:10]([F:16])=[C:11](F)[C:12]=3[CH3:14])[C:7](=[O:17])[NH:6][C:5]2=[O:18])[CH2:3][CH2:2]1.[C:19]([O:23][C:24](=[O:34])[NH:25][C:26]1([C@@H:29]2[CH2:33][CH2:32][NH:31][CH2:30]2)[CH2:28][CH2:27]1)([CH3:22])([CH3:21])[CH3:20].CN(C)C(N(C)C)=N.CS(C)=O, predict the reaction product. The product is: [C:19]([O:23][C:24](=[O:34])[NH:25][C:26]1([C@@H:29]2[CH2:33][CH2:32][N:31]([C:11]3[C:12]([CH3:14])=[C:13]4[C:8]([C:7](=[O:17])[NH:6][C:5](=[O:18])[N:4]4[CH:1]4[CH2:3][CH2:2]4)=[CH:9][C:10]=3[F:16])[CH2:30]2)[CH2:28][CH2:27]1)([CH3:22])([CH3:20])[CH3:21]. (3) Given the reactants Cl[C:2]1[C:11]2[C:6](=[CH:7][C:8]([O:20][CH3:21])=[CH:9][C:10]=2[O:12][CH:13]2[CH2:18][CH2:17][N:16]([CH3:19])[CH2:15][CH2:14]2)[N:5]=[CH:4][N:3]=1.[Cl:22][C:23]1[CH:24]=[C:25]([CH:27]=[CH:28][CH:29]=1)[NH2:26].[2H]C(Cl)(Cl)Cl, predict the reaction product. The product is: [Cl:22][C:23]1[CH:24]=[C:25]([CH:27]=[CH:28][CH:29]=1)[NH:26][C:2]1[C:11]2[C:6](=[CH:7][C:8]([O:20][CH3:21])=[CH:9][C:10]=2[O:12][CH:13]2[CH2:18][CH2:17][N:16]([CH3:19])[CH2:15][CH2:14]2)[N:5]=[CH:4][N:3]=1. (4) Given the reactants [CH:1](=[C:7]1[CH2:11][CH:10]([CH3:12])[O:9][C:8]1=[O:13])[CH2:2][CH2:3][CH2:4][CH2:5][CH3:6].C(O)C, predict the reaction product. The product is: [CH2:1]([C@H:7]1[CH2:11][C@@H:10]([CH3:12])[O:9][C:8]1=[O:13])[CH2:2][CH2:3][CH2:4][CH2:5][CH3:6]. (5) Given the reactants [C:1]([C:3]1[CH:4]=[C:5]([O:9][CH2:10][C:11](OCC)=[O:12])[CH:6]=[CH:7][CH:8]=1)#[N:2].[BH4-].[Na+], predict the reaction product. The product is: [OH:12][CH2:11][CH2:10][O:9][C:5]1[CH:4]=[C:3]([CH:8]=[CH:7][CH:6]=1)[C:1]#[N:2]. (6) Given the reactants [Br:1][C:2]1[CH:7]=[C:6]([F:8])[CH:5]=[CH:4][C:3]=1[CH:9]1[C:14]([C:15]([O:17][CH2:18][CH3:19])=[O:16])=[C:13]([CH2:20]Br)[NH:12][C:11]([C:22]2[S:23][C:24]([CH3:27])=[N:25][N:26]=2)=[N:10]1.[NH:28]1[CH2:33][CH2:32][O:31][CH2:30][CH:29]1[C:34]([OH:36])=[O:35], predict the reaction product. The product is: [Br:1][C:2]1[CH:7]=[C:6]([F:8])[CH:5]=[CH:4][C:3]=1[CH:9]1[N:10]=[C:11]([C:22]2[S:23][C:24]([CH3:27])=[N:25][N:26]=2)[NH:12][C:13]([CH2:20][N:28]2[CH2:33][CH2:32][O:31][CH2:30][CH:29]2[C:34]([OH:36])=[O:35])=[C:14]1[C:15]([O:17][CH2:18][CH3:19])=[O:16].